From a dataset of Catalyst prediction with 721,799 reactions and 888 catalyst types from USPTO. Predict which catalyst facilitates the given reaction. (1) Reactant: [CH2:1]([Mg]Br)[CH3:2].[Cl:5][C:6]1[CH:11]=[CH:10][C:9](/[CH:12]=[N:13]/[S@@:14]([C:16]([CH3:19])([CH3:18])[CH3:17])=[O:15])=[C:8]([F:20])[C:7]=1[O:21][C:22]1[CH:27]=[CH:26][CH:25]=[CH:24][CH:23]=1. Product: [Cl:5][C:6]1[CH:11]=[CH:10][C:9]([C@H:12]([NH:13][S@@:14]([C:16]([CH3:19])([CH3:18])[CH3:17])=[O:15])[CH2:1][CH3:2])=[C:8]([F:20])[C:7]=1[O:21][C:22]1[CH:23]=[CH:24][CH:25]=[CH:26][CH:27]=1. The catalyst class is: 7. (2) Reactant: [C:1]([O:5][C:6]([CH3:9])([CH3:8])[CH3:7])(=[O:4])[NH:2][NH2:3].C(N(CC)CC)C.Cl[C:18]1[C:27]2[C:22](=[CH:23][CH:24]=[CH:25][N:26]=2)[N:21]=[CH:20][C:19]=1[N+:28]([O-:30])=[O:29]. Product: [N+:28]([C:19]1[CH:20]=[N:21][C:22]2[C:27]([C:18]=1[NH:3][NH:2][C:1]([O:5][C:6]([CH3:9])([CH3:8])[CH3:7])=[O:4])=[N:26][CH:25]=[CH:24][CH:23]=2)([O-:30])=[O:29]. The catalyst class is: 366. (3) Reactant: [C:1]([N:5]1[C:9]([C:10]2[CH:15]=[CH:14][C:13]([O:16][CH3:17])=[CH:12][CH:11]=2)=[C:8]([C:18]2[S:19][CH:20]=[C:21]([CH2:23][C:24]([OH:26])=O)[N:22]=2)[CH:7]=[N:6]1)([CH3:4])([CH3:3])[CH3:2].CN(C(ON1N=NC2C=CC=NC1=2)=[N+](C)C)C.F[P-](F)(F)(F)(F)F.CCN(C(C)C)C(C)C.[O:60]1[CH2:65][CH2:64][CH:63]([CH2:66][NH2:67])[CH2:62][CH2:61]1. Product: [C:1]([N:5]1[C:9]([C:10]2[CH:15]=[CH:14][C:13]([O:16][CH3:17])=[CH:12][CH:11]=2)=[C:8]([C:18]2[S:19][CH:20]=[C:21]([CH2:23][C:24]([NH:67][CH2:66][CH:63]3[CH2:64][CH2:65][O:60][CH2:61][CH2:62]3)=[O:26])[N:22]=2)[CH:7]=[N:6]1)([CH3:3])([CH3:4])[CH3:2]. The catalyst class is: 18. (4) The catalyst class is: 159. Reactant: [CH3:1][C:2]1[CH:3]=[C:4]2[C:9](=[CH:10][C:11]=1[CH3:12])[N:8]([CH2:13][CH:14]=[C:15]([CH3:17])[CH3:16])[C:7](=[O:18])[C:6](=[O:19])[NH:5]2.[Al+3].[Cl-].[Cl-].[Cl-]. Product: [CH3:17][C:15]1([CH3:16])[C:10]2[C:9]3[N:8]([C:7](=[O:18])[C:6](=[O:19])[NH:5][C:4]=3[CH:3]=[C:2]([CH3:1])[C:11]=2[CH3:12])[CH2:13][CH2:14]1.